From a dataset of Reaction yield outcomes from USPTO patents with 853,638 reactions. Predict the reaction yield, written as a fraction of the theoretical maximum amount of product (1.0 means a 100% yield; for example, 0.34 means a 34% yield). (1) The reactants are [C:1]([N:9]1[CH2:22][CH2:21][C:20]2[C:19]3[CH:18]=[CH:17][CH:16]=[CH:15][C:14]=3[NH:13][C:12]=2[CH2:11][CH2:10]1)(=[O:8])[C:2]1[CH:7]=[CH:6][CH:5]=[CH:4][CH:3]=1.C(=O)([O-])[O-].[Cs+].[Cs+].[C:29]([O:33][CH2:34][CH3:35])(=[O:32])[CH:30]=[CH2:31]. The catalyst is C(#N)C.CN(C=O)C.O. The product is [C:1]([N:9]1[CH2:22][CH2:21][C:20]2[C:19]3[CH:18]=[CH:17][CH:16]=[CH:15][C:14]=3[N:13]([CH2:31][CH2:30][C:29]([O:33][CH2:34][CH3:35])=[O:32])[C:12]=2[CH2:11][CH2:10]1)(=[O:8])[C:2]1[CH:3]=[CH:4][CH:5]=[CH:6][CH:7]=1. The yield is 0.720. (2) The yield is 0.590. The reactants are [CH2:1]([C:5]1[N:6]=[C:7]([CH:27]2[CH2:29][CH2:28]2)[NH:8][C:9](=[O:26])[C:10]=1[CH2:11][C:12]1[CH:17]=[CH:16][C:15]([C:18]2[C:19]([C:24]#[N:25])=[CH:20][CH:21]=[CH:22][CH:23]=2)=[CH:14][CH:13]=1)[CH2:2][CH2:3][CH3:4].[C:30]1(B(O)O)[CH:35]=[CH:34][CH:33]=[CH:32][CH:31]=1.N1C=CC=CC=1.C(N(CC)CC)C. The product is [CH2:1]([C:5]1[N:6]=[C:7]([CH:27]2[CH2:28][CH2:29]2)[N:8]([C:30]2[CH:35]=[CH:34][CH:33]=[CH:32][CH:31]=2)[C:9](=[O:26])[C:10]=1[CH2:11][C:12]1[CH:17]=[CH:16][C:15]([C:18]2[C:19]([C:24]#[N:25])=[CH:20][CH:21]=[CH:22][CH:23]=2)=[CH:14][CH:13]=1)[CH2:2][CH2:3][CH3:4]. The catalyst is C(OCC)(=O)C.C([O-])(=O)C.[Cu+2].C([O-])(=O)C.ClCCl. (3) The reactants are Cl[C:2]1[N:7]=[CH:6][C:5]2[C:8]([N:14]3[CH2:19][CH2:18][O:17][CH2:16][CH2:15]3)=[CH:9][N:10]([CH:11]([CH3:13])[CH3:12])[C:4]=2[CH:3]=1.[CH:20]1([S:23]([N:26]2[CH:30]=[C:29]([C:31]3[N:36]=[C:35]([NH2:37])[CH:34]=[CH:33][N:32]=3)[CH:28]=[N:27]2)(=[O:25])=[O:24])[CH2:22][CH2:21]1.C1(P(C2CCCCC2)C2C=CC=CC=2C2C(C(C)C)=CC(C(C)C)=CC=2C(C)C)CCCCC1.C(=O)([O-])[O-].[Cs+].[Cs+]. The catalyst is C1C=CC(/C=C/C(/C=C/C2C=CC=CC=2)=O)=CC=1.C1C=CC(/C=C/C(/C=C/C2C=CC=CC=2)=O)=CC=1.C1C=CC(/C=C/C(/C=C/C2C=CC=CC=2)=O)=CC=1.[Pd].[Pd].O1CCOCC1. The product is [CH:20]1([S:23]([N:26]2[CH:30]=[C:29]([C:31]3[N:36]=[C:35]([NH:37][C:2]4[N:7]=[CH:6][C:5]5[C:8]([N:14]6[CH2:19][CH2:18][O:17][CH2:16][CH2:15]6)=[CH:9][N:10]([CH:11]([CH3:13])[CH3:12])[C:4]=5[CH:3]=4)[CH:34]=[CH:33][N:32]=3)[CH:28]=[N:27]2)(=[O:24])=[O:25])[CH2:22][CH2:21]1. The yield is 0.110.